Dataset: Full USPTO retrosynthesis dataset with 1.9M reactions from patents (1976-2016). Task: Predict the reactants needed to synthesize the given product. The reactants are: [Cl:1][C:2]1[CH:3]=[C:4]([C:9]2[C:10]([CH3:16])=[CH:11][C:12](=O)[NH:13][N:14]=2)[CH:5]=[CH:6][C:7]=1[Cl:8].P(Cl)(Cl)([Cl:19])=O. Given the product [Cl:19][C:12]1[N:13]=[N:14][C:9]([C:4]2[CH:5]=[CH:6][C:7]([Cl:8])=[C:2]([Cl:1])[CH:3]=2)=[C:10]([CH3:16])[CH:11]=1, predict the reactants needed to synthesize it.